From a dataset of Full USPTO retrosynthesis dataset with 1.9M reactions from patents (1976-2016). Predict the reactants needed to synthesize the given product. (1) The reactants are: [CH2:1]([N:5]([CH3:13])[C:6]([N:8]1[CH:12]=[CH:11][N:10]=[CH:9]1)=[O:7])[CH2:2][CH2:3][CH3:4].[CH3:14]I.C(N([CH2:21][CH3:22])CC)C.Cl.C([O:27][CH2:28][CH3:29])(=O)C. Given the product [CH2:1]([N:5]([CH3:13])[C:6]([N:8]1[C:9]2=[N:10][CH:11]=[CH:22][CH:21]=[C:14]2[C:29]([CH:28]=[O:27])=[CH:12]1)=[O:7])[CH2:2][CH2:3][CH3:4], predict the reactants needed to synthesize it. (2) Given the product [F:38][C:39]([F:52])([F:51])[S:40]([O:28][C:22]1[CH:23]=[CH:24][C:25]2[CH2:26][CH2:27][C@H:18]([N:10]([C:11]([O:12][C:13]([CH3:16])([CH3:14])[CH3:15])=[O:17])[CH2:9][C@@H:8]([C:5]3[CH:6]=[CH:7][C:2]([Cl:1])=[CH:3][CH:4]=3)[OH:29])[CH2:19][C:20]=2[CH:21]=1)(=[O:42])=[O:41], predict the reactants needed to synthesize it. The reactants are: [Cl:1][C:2]1[CH:7]=[CH:6][C:5]([C@@H:8]([OH:29])[CH2:9][N:10]([C@H:18]2[CH2:27][CH2:26][C:25]3[C:20](=[CH:21][C:22]([OH:28])=[CH:23][CH:24]=3)[CH2:19]2)[C:11](=[O:17])[O:12][C:13]([CH3:16])([CH3:15])[CH3:14])=[CH:4][CH:3]=1.N1C(C)=CC=CC=1C.[F:38][C:39]([F:52])([F:51])[S:40](O[S:40]([C:39]([F:52])([F:51])[F:38])(=[O:42])=[O:41])(=[O:42])=[O:41].N.